From a dataset of Forward reaction prediction with 1.9M reactions from USPTO patents (1976-2016). Predict the product of the given reaction. (1) Given the reactants Cl.Cl.[N:3]1[CH:4]=[CH:5][N:6]2[C:11]=1[C:10]([NH:12][C:13]1[CH:18]=[CH:17][C:16]([NH2:19])=[CH:15][CH:14]=1)=[CH:9][CH:8]=[N:7]2.CCOC1C=CC(N)=CC=1.[F:30][C:31]1[CH:36]=[CH:35][C:34]([N:37]2[CH:42]=[CH:41][CH:40]=[C:39]([C:43](O)=[O:44])[C:38]2=[O:46])=[CH:33][CH:32]=1.CCN=C=NCCCN(C)C.C1C=CC2N(O)N=NC=2C=1, predict the reaction product. The product is: [F:30][C:31]1[CH:36]=[CH:35][C:34]([N:37]2[CH:42]=[CH:41][CH:40]=[C:39]([C:43]([NH:19][C:16]3[CH:17]=[CH:18][C:13]([NH:12][C:10]4[C:11]5[N:6]([CH:5]=[CH:4][N:3]=5)[N:7]=[CH:8][CH:9]=4)=[CH:14][CH:15]=3)=[O:44])[C:38]2=[O:46])=[CH:33][CH:32]=1. (2) Given the reactants Br[C:2]1[CH:7]=[C:6]([F:8])[CH:5]=[C:4](Br)[CH:3]=1.[CH2:10]([Li])[CH2:11][CH2:12][CH3:13].CN(C)[CH:17]=[O:18], predict the reaction product. The product is: [CH2:10]([C:2]1[CH:3]=[C:4]([CH:5]=[C:6]([F:8])[CH:7]=1)[CH:17]=[O:18])[CH2:11][CH2:12][CH3:13]. (3) Given the reactants [CH2:1]([S:8][CH2:9][C:10]1[N:15]=[C:14]([C:16]2[S:17][C:18]3[CH:26]=[CH:25][CH:24]=[CH:23][C:19]=3[C:20](=[O:22])[N:21]=2)[CH:13]=[CH:12][CH:11]=1)[C:2]1[CH:7]=[CH:6][CH:5]=[CH:4][CH:3]=1.ClC1C=CC=C(C(OO)=[O:35])C=1, predict the reaction product. The product is: [CH2:1]([S:8]([CH2:9][C:10]1[N:15]=[C:14]([C:16]2[S:17][C:18]3[CH:26]=[CH:25][CH:24]=[CH:23][C:19]=3[C:20](=[O:22])[N:21]=2)[CH:13]=[CH:12][CH:11]=1)=[O:35])[C:2]1[CH:3]=[CH:4][CH:5]=[CH:6][CH:7]=1. (4) Given the reactants [NH2:1][CH:2]1[CH2:7][CH2:6][N:5]([C:8]([C:10]2[CH:15]=[CH:14][C:13]([S:16]([CH3:19])(=[O:18])=[O:17])=[CH:12][CH:11]=2)=[O:9])[CH2:4][CH2:3]1.ClC(Cl)(Cl)CO[C:24](=[O:42])[NH:25][C:26]1[N:27]([C:31]2[CH:36]=[CH:35][C:34]([C:37](C)(C)C)=[CH:33][C:32]=2C)[N:28]=[CH:29][CH:30]=1.C(N(CC)[CH:49]([CH3:51])[CH3:50])(C)C.[CH3:54]S(C)=O, predict the reaction product. The product is: [C:49]([C:29]1[CH:30]=[C:26]([NH:25][C:24]([NH:1][CH:2]2[CH2:7][CH2:6][N:5]([C:8](=[O:9])[C:10]3[CH:15]=[CH:14][C:13]([S:16]([CH3:19])(=[O:18])=[O:17])=[CH:12][CH:11]=3)[CH2:4][CH2:3]2)=[O:42])[N:27]([C:31]2[CH:32]=[CH:33][C:34]([CH3:37])=[CH:35][CH:36]=2)[N:28]=1)([CH3:51])([CH3:54])[CH3:50].